Dataset: Full USPTO retrosynthesis dataset with 1.9M reactions from patents (1976-2016). Task: Predict the reactants needed to synthesize the given product. (1) The reactants are: [NH2:1][C:2]([C:4]1[CH:5]=[C:6](Br)[CH:7]=[C:8]2[C:12]=1[NH:11][CH:10]=[C:9]2[CH:13]1[CH2:18][CH2:17][N:16]([C:19]([O:21][C:22]([CH3:25])([CH3:24])[CH3:23])=[O:20])[CH2:15][CH2:14]1)=[O:3].[C:27]1([C:36]2[CH:41]=[CH:40][CH:39]=[CH:38][CH:37]=2)[CH:32]=[CH:31][C:30](B(O)O)=[CH:29][CH:28]=1.C(=O)([O-])[O-].[K+].[K+]. Given the product [NH2:1][C:2]([C:4]1[CH:5]=[C:6]([C:39]2[CH:40]=[CH:41][C:36]([C:27]3[CH:32]=[CH:31][CH:30]=[CH:29][CH:28]=3)=[CH:37][CH:38]=2)[CH:7]=[C:8]2[C:12]=1[NH:11][CH:10]=[C:9]2[CH:13]1[CH2:18][CH2:17][N:16]([C:19]([O:21][C:22]([CH3:25])([CH3:24])[CH3:23])=[O:20])[CH2:15][CH2:14]1)=[O:3], predict the reactants needed to synthesize it. (2) Given the product [Br:1][C:2]1[C:10]2[C:9]([Cl:15])=[N:8][CH:7]=[N:6][C:5]=2[S:4][C:3]=1[CH3:12], predict the reactants needed to synthesize it. The reactants are: [Br:1][C:2]1[C:10]2[C:9](O)=[N:8][CH:7]=[N:6][C:5]=2[S:4][C:3]=1[CH3:12].O=P(Cl)(Cl)[Cl:15].